The task is: Predict the reactants needed to synthesize the given product.. This data is from Full USPTO retrosynthesis dataset with 1.9M reactions from patents (1976-2016). (1) Given the product [Br:1][C:2]1[CH:3]=[CH:4][C:5]([O:15][C:16]2[C:17]([F:22])=[N+:18]([O-:24])[CH:19]=[CH:20][CH:21]=2)=[C:6]([C:7](=[O:8])[N:9]([CH2:12][CH3:13])[CH2:10][CH3:11])[CH:14]=1, predict the reactants needed to synthesize it. The reactants are: [Br:1][C:2]1[CH:3]=[CH:4][C:5]([O:15][C:16]2[C:17]([F:22])=[N:18][CH:19]=[CH:20][CH:21]=2)=[C:6]([CH:14]=1)[C:7]([N:9]([CH2:12][CH3:13])[CH2:10][CH3:11])=[O:8].C(N)(N)=[O:24].OO.FC(F)(F)C(OC(=O)C(F)(F)F)=O. (2) Given the product [C:41]([O:40][C:38](=[O:39])[N:45]([CH2:47][CH2:48][N:31]1[CH2:30][C:29]([CH3:37])([CH3:36])[N:28]([CH2:27][C:13]2[CH:12]=[C:11]([C:8]3[CH:7]=[CH:6][C:5]([O:4][CH2:3][O:2][CH3:1])=[CH:10][CH:9]=3)[N:16]=[C:15]3[N:17]([CH:21]4[CH2:26][CH2:25][CH2:24][CH2:23][O:22]4)[N:18]=[C:19]([CH3:20])[C:14]=23)[CH2:33][C:32]1([CH3:35])[CH3:34])[CH3:46])([CH3:44])([CH3:43])[CH3:42], predict the reactants needed to synthesize it. The reactants are: [CH3:1][O:2][CH2:3][O:4][C:5]1[CH:10]=[CH:9][C:8]([C:11]2[N:16]=[C:15]3[N:17]([CH:21]4[CH2:26][CH2:25][CH2:24][CH2:23][O:22]4)[N:18]=[C:19]([CH3:20])[C:14]3=[C:13]([CH2:27][N:28]3[CH2:33][C:32]([CH3:35])([CH3:34])[NH:31][CH2:30][C:29]3([CH3:37])[CH3:36])[CH:12]=2)=[CH:7][CH:6]=1.[C:38]([N:45]([CH2:47][CH:48]=O)[CH3:46])([O:40][C:41]([CH3:44])([CH3:43])[CH3:42])=[O:39].C(O[BH-](OC(=O)C)OC(=O)C)(=O)C.[Na+]. (3) Given the product [F:35][CH:2]([F:1])[CH2:3][O:4][C:5]1[CH:10]=[CH:9][C:8]([CH:11]([F:13])[F:12])=[CH:7][C:6]=1[C:14]1[C:15]2[N:16]([N:20]=[C:21]([NH:23][C:24]3[CH:34]=[CH:33][C:27]4[CH2:28][CH2:29][N:30]([CH2:37][C:38]([N:40]([CH3:42])[CH3:41])=[O:39])[CH2:31][CH2:32][C:26]=4[CH:25]=3)[N:22]=2)[CH:17]=[CH:18][CH:19]=1, predict the reactants needed to synthesize it. The reactants are: [F:1][CH:2]([F:35])[CH2:3][O:4][C:5]1[CH:10]=[CH:9][C:8]([CH:11]([F:13])[F:12])=[CH:7][C:6]=1[C:14]1[C:15]2[N:16]([N:20]=[C:21]([NH:23][C:24]3[CH:34]=[CH:33][C:27]4[CH2:28][CH2:29][NH:30][CH2:31][CH2:32][C:26]=4[CH:25]=3)[N:22]=2)[CH:17]=[CH:18][CH:19]=1.Cl[CH2:37][C:38]([N:40]([CH3:42])[CH3:41])=[O:39]. (4) Given the product [Br:24][C:25]1[CH:30]=[C:29]([CH:28]=[CH:27][C:26]=1[O:33][CH2:34][CH:35]1[CH2:37][CH2:36]1)[CH2:31][N:9]1[CH2:10][CH2:11][C:12]2[C:17](=[CH:16][CH:15]=[C:14]([CH:18]([NH:20][C:21](=[O:23])[CH3:22])[CH3:19])[CH:13]=2)[CH2:8]1, predict the reactants needed to synthesize it. The reactants are: OC(C(F)(F)F)=O.[CH2:8]1[C:17]2[C:12](=[CH:13][C:14]([CH:18]([NH:20][C:21](=[O:23])[CH3:22])[CH3:19])=[CH:15][CH:16]=2)[CH2:11][CH2:10][NH:9]1.[Br:24][C:25]1[CH:30]=[C:29]([CH2:31]Br)[CH:28]=[CH:27][C:26]=1[O:33][CH2:34][CH:35]1[CH2:37][CH2:36]1. (5) Given the product [OH:8][C:9]1[CH:14]=[CH:13][CH:12]=[CH:11][C:10]=1[N:15]1[C:19](=[O:20])[N:18]([CH3:21])[N:17]=[N:16]1, predict the reactants needed to synthesize it. The reactants are: C1(C[O:8][C:9]2[CH:14]=[CH:13][CH:12]=[CH:11][C:10]=2[N:15]2[C:19](=[O:20])[N:18]([CH3:21])[N:17]=[N:16]2)C=CC=CC=1.C(O)C.[H][H]. (6) Given the product [CH3:28][C:27]1[CH:29]=[CH:30][C:24]([S:21]([O:12][CH2:11][C@@H:10]([NH:13][C:14]([O:15][C:16]([CH3:17])([CH3:19])[CH3:18])=[O:20])[CH2:9][C@H:6]2[CH2:7][CH2:8][C:3]3([CH2:2][CH2:1]3)[O:4][CH2:5]2)(=[O:23])=[O:22])=[CH:25][CH:26]=1, predict the reactants needed to synthesize it. The reactants are: [CH2:1]1[C:3]2([CH2:8][CH2:7][C@H:6]([CH2:9][C@H:10]([NH:13][C:14](=[O:20])[O:15][C:16]([CH3:19])([CH3:18])[CH3:17])[CH2:11][OH:12])[CH2:5][O:4]2)[CH2:2]1.[S:21](Cl)([C:24]1[CH:30]=[CH:29][C:27]([CH3:28])=[CH:26][CH:25]=1)(=[O:23])=[O:22].